This data is from Full USPTO retrosynthesis dataset with 1.9M reactions from patents (1976-2016). The task is: Predict the reactants needed to synthesize the given product. (1) Given the product [O:1]1[CH:5]=[CH:4][CH:3]=[C:2]1[CH:6]1[C:10]2[C:11]([CH3:31])=[C:12]([N:17]3[CH2:18][CH2:19][N:20]([C:23]4[CH:28]=[CH:27][C:26]([O:29][CH3:30])=[CH:25][CH:24]=4)[CH2:21][CH2:22]3)[C:13]([CH3:16])=[C:14]([CH3:15])[C:9]=2[O:8][C:7]1([CH3:33])[CH3:32], predict the reactants needed to synthesize it. The reactants are: [O:1]1[CH:5]=[CH:4][CH:3]=[C:2]1[C:6]1(O)[C:10]2[C:11]([CH3:31])=[C:12]([N:17]3[CH2:22][CH2:21][N:20]([C:23]4[CH:28]=[CH:27][C:26]([O:29][CH3:30])=[CH:25][CH:24]=4)[CH2:19][CH2:18]3)[C:13]([CH3:16])=[C:14]([CH3:15])[C:9]=2[O:8][C:7]1([CH3:33])[CH3:32]. (2) Given the product [CH2:1]([O:3][C:4]1[CH:17]=[CH:16][C:7](/[CH:8]=[C:9]2/[C:10](=[O:15])[N:11]([CH2:24][C:23]3[CH:26]=[CH:27][C:20]([C:18]#[N:19])=[CH:21][CH:22]=3)[C:12](=[O:14])[S:13]/2)=[CH:6][CH:5]=1)[CH3:2], predict the reactants needed to synthesize it. The reactants are: [CH2:1]([O:3][C:4]1[CH:17]=[CH:16][C:7](/[CH:8]=[C:9]2/[C:10](=[O:15])[NH:11][C:12](=[O:14])[S:13]/2)=[CH:6][CH:5]=1)[CH3:2].[C:18]([C:20]1[CH:27]=[CH:26][C:23]([CH2:24]Br)=[CH:22][CH:21]=1)#[N:19].C(=O)([O-])[O-].[K+].[K+].C(OC1C=CC(/C=C2/C(=O)N(CCC)C(=O)S/2)=CC=1)C.